The task is: Predict the product of the given reaction.. This data is from Forward reaction prediction with 1.9M reactions from USPTO patents (1976-2016). (1) The product is: [CH:19]1([CH2:24][C:25]2[NH:27][C:4](=[O:6])[C:3]([C:1]#[N:2])=[C:8]([NH:9][C:10]3[CH:11]=[N:12][CH:13]=[CH:14][CH:15]=3)[N:26]=2)[CH2:23][CH2:22][CH2:21][CH2:20]1. Given the reactants [C:1]([C:3](=[C:8](SC)[NH:9][C:10]1[CH:11]=[N:12][CH:13]=[CH:14][CH:15]=1)[C:4]([O:6]C)=O)#[N:2].Cl.[CH:19]1([CH2:24][C:25]([NH2:27])=[NH:26])[CH2:23][CH2:22][CH2:21][CH2:20]1.C(N(CC)CC)C, predict the reaction product. (2) Given the reactants [C:1]([C:3]1[N:4]=[C:5]2[C:18](=[N:19][OH:20])[C:17]3[CH:16]=[CH:15][CH:14]=[CH:13][C:12]=3[C:6]2=[N:7][C:8]=1[C:9]([NH2:11])=[O:10])#[N:2].C([O-])([O-])=O.[Cs+].[Cs+].[CH2:27]([O:29][C:30](=[O:37])[CH2:31][NH:32][C:33](=[O:36])[CH2:34]Br)[CH3:28].O, predict the reaction product. The product is: [CH2:27]([O:29][C:30](=[O:37])[CH2:31][NH:32][C:33](=[O:36])[CH2:34][O:20][N:19]=[C:18]1[C:5]2[C:6](=[N:7][C:8]([C:9](=[O:10])[NH2:11])=[C:3]([C:1]#[N:2])[N:4]=2)[C:12]2[CH:13]=[CH:14][CH:15]=[CH:16][C:17]1=2)[CH3:28].